Dataset: Reaction yield outcomes from USPTO patents with 853,638 reactions. Task: Predict the reaction yield, written as a fraction of the theoretical maximum amount of product (1.0 means a 100% yield; for example, 0.34 means a 34% yield). (1) The reactants are [CH3:1][C:2]1([CH3:39])[CH2:7][O:6][CH2:5][CH2:4][N:3]1[C:8]([C:10]1[C:11]2[CH2:27][O:26][C:25]3[CH:24]=[C:23]([O:28][CH3:29])[C:22]([C:30]4[N:31]=[N:32][CH:33]([Si](C)(C)C)[N:34]=4)=[CH:21][C:20]=3[C:12]=2[N:13]([C:15]2[CH:19]=[CH:18][S:17][CH:16]=2)[N:14]=1)=[O:9].[F-].C([N+](CCCC)(CCCC)CCCC)CCC. The catalyst is C1COCC1. The product is [CH3:1][C:2]1([CH3:39])[CH2:7][O:6][CH2:5][CH2:4][N:3]1[C:8]([C:10]1[C:11]2[CH2:27][O:26][C:25]3[CH:24]=[C:23]([O:28][CH3:29])[C:22]([C:30]4[N:31]=[N:32][CH2:33][N:34]=4)=[CH:21][C:20]=3[C:12]=2[N:13]([C:15]2[CH:19]=[CH:18][S:17][CH:16]=2)[N:14]=1)=[O:9]. The yield is 0.820. (2) The reactants are [Cl-].O[NH3+:3].[C:4](=[O:7])([O-])[OH:5].[Na+].CS(C)=O.[CH3:13][C@@H:14]1[CH2:19][CH:18]([O:20][N:21]2[C:26](=[O:27])[C:25]([CH2:28][C:29]3[CH:34]=[CH:33][C:32]([C:35]4[C:36]([C:41]#[N:42])=[CH:37][CH:38]=[CH:39][CH:40]=4)=[CH:31][CH:30]=3)=[C:24]([CH2:43][CH2:44][CH3:45])[N:23]=[C:22]2[CH3:46])[CH2:17][C@H:16]([CH3:47])[O:15]1. The catalyst is O. The product is [CH3:13][C@@H:14]1[CH2:19][CH:18]([O:20][N:21]2[C:26](=[O:27])[C:25]([CH2:28][C:29]3[CH:34]=[CH:33][C:32]([C:35]4[CH:40]=[CH:39][CH:38]=[CH:37][C:36]=4[C:41]4[NH:3][C:4](=[O:7])[O:5][N:42]=4)=[CH:31][CH:30]=3)=[C:24]([CH2:43][CH2:44][CH3:45])[N:23]=[C:22]2[CH3:46])[CH2:17][C@H:16]([CH3:47])[O:15]1. The yield is 0.350. (3) The reactants are [CH2:1]([C:3]1[C:8](=[O:9])[NH:7][C:6]([CH3:10])=[C:5]([C:11]2[S:15][C:14]([S:16](Cl)(=[O:18])=[O:17])=[CH:13][CH:12]=2)[CH:4]=1)[CH3:2].[F:20][C:21]1([F:29])[CH2:25][CH2:24][N:23]([CH2:26][CH2:27][NH2:28])[CH2:22]1. No catalyst specified. The product is [F:20][C:21]1([F:29])[CH2:25][CH2:24][N:23]([CH2:26][CH2:27][NH:28][S:16]([C:14]2[S:15][C:11]([C:5]3[CH:4]=[C:3]([CH2:1][CH3:2])[C:8](=[O:9])[NH:7][C:6]=3[CH3:10])=[CH:12][CH:13]=2)(=[O:18])=[O:17])[CH2:22]1. The yield is 0.430. (4) The reactants are [Br:1][C:2]1[CH:3]=[C:4]2[C:10]([CH:11]([C:13]3[C:18]([F:19])=[CH:17][CH:16]=[C:15]([O:20][CH2:21][CH2:22][O:23]C4CCCCO4)[C:14]=3[F:30])O)=[CH:9][NH:8][C:5]2=[N:6][CH:7]=1.FC(F)(F)C(O)=O.C([SiH](CC)CC)C. The catalyst is C(#N)C. The product is [Br:1][C:2]1[CH:3]=[C:4]2[C:10]([CH2:11][C:13]3[C:14]([F:30])=[C:15]([CH:16]=[CH:17][C:18]=3[F:19])[O:20][CH2:21][CH2:22][OH:23])=[CH:9][NH:8][C:5]2=[N:6][CH:7]=1. The yield is 0.350. (5) The reactants are [CH3:1][C:2]1[CH:7]=[CH:6][CH:5]=[C:4]([CH3:8])[C:3]=1B(O)O.[NH2:12][C:13]1[N:14]=[C:15]([N:24]2[CH2:29][CH2:28][N:27]([C:30](=[O:40])[CH2:31][O:32][C:33]3[CH:38]=[CH:37][C:36]([Cl:39])=[CH:35][CH:34]=3)[CH2:26][CH2:25]2)[C:16]2[N:22]=[C:21](Cl)[CH:20]=[CH:19][C:17]=2[N:18]=1. No catalyst specified. The product is [NH2:12][C:13]1[N:14]=[C:15]([N:24]2[CH2:25][CH2:26][N:27]([C:30](=[O:40])[CH2:31][O:32][C:33]3[CH:38]=[CH:37][C:36]([Cl:39])=[CH:35][CH:34]=3)[CH2:28][CH2:29]2)[C:16]2[N:22]=[C:21]([C:3]3[C:2]([CH3:1])=[CH:7][CH:6]=[CH:5][C:4]=3[CH3:8])[CH:20]=[CH:19][C:17]=2[N:18]=1. The yield is 0.870. (6) The reactants are [C:1]([O:5][C:6]1[CH:11]=[CH:10][C:9]([CH2:12][C@H:13]([NH:37]C(=O)OCC2C3C=CC=CC=3C3C2=CC=CC=3)[C:14]([N:16]([C@@H:28]([CH3:36])[CH:29]([O:33][CH2:34][CH3:35])[O:30][CH2:31][CH3:32])[CH2:17][C:18]2[CH:27]=[CH:26][CH:25]=[C:24]3[C:19]=2[CH:20]=[CH:21][N:22]=[CH:23]3)=[O:15])=[CH:8][CH:7]=1)([CH3:4])([CH3:3])[CH3:2].N1CCCCC1. No catalyst specified. The product is [NH2:37][C@@H:13]([CH2:12][C:9]1[CH:8]=[CH:7][C:6]([O:5][C:1]([CH3:4])([CH3:3])[CH3:2])=[CH:11][CH:10]=1)[C:14]([N:16]([C@@H:28]([CH3:36])[CH:29]([O:30][CH2:31][CH3:32])[O:33][CH2:34][CH3:35])[CH2:17][C:18]1[CH:27]=[CH:26][CH:25]=[C:24]2[C:19]=1[CH:20]=[CH:21][N:22]=[CH:23]2)=[O:15]. The yield is 1.14. (7) The reactants are [Cl:1][C:2]1[CH:7]=[C:6]([F:8])[CH:5]=[CH:4][C:3]=1[NH:9][C:10]([C:12]1[N:13]=[N:14][N:15]([CH2:23][C:24]2[CH:29]=[C:28]([C:30]([F:33])([F:32])[F:31])[CH:27]=[C:26]([C:34]([F:37])([F:36])[F:35])[CH:25]=2)[C:16]=1[C:17]1[CH:22]=[CH:21][CH:20]=[CH:19][CH:18]=1)=[O:11].[CH3:38]I. The catalyst is C1COCC1. The product is [Cl:1][C:2]1[CH:7]=[C:6]([F:8])[CH:5]=[CH:4][C:3]=1[N:9]([CH3:38])[C:10]([C:12]1[N:13]=[N:14][N:15]([CH2:23][C:24]2[CH:25]=[C:26]([C:34]([F:37])([F:35])[F:36])[CH:27]=[C:28]([C:30]([F:33])([F:32])[F:31])[CH:29]=2)[C:16]=1[C:17]1[CH:18]=[CH:19][CH:20]=[CH:21][CH:22]=1)=[O:11]. The yield is 0.360.